From a dataset of Forward reaction prediction with 1.9M reactions from USPTO patents (1976-2016). Predict the product of the given reaction. Given the reactants [CH3:1][O:2][CH2:3][CH:4]([CH3:23])[O:5][C:6]1[C:7]([NH:19][C:20]([NH2:22])=[S:21])=[N:8][CH:9]=[C:10]([O:12][C:13]2[CH:18]=[CH:17][CH:16]=[CH:15][CH:14]=2)[CH:11]=1.Cl[CH2:25][CH:26]=O, predict the reaction product. The product is: [CH3:1][O:2][CH2:3][CH:4]([CH3:23])[O:5][C:6]1[C:7]([NH:19][C:20]2[S:21][CH:25]=[CH:26][N:22]=2)=[N:8][CH:9]=[C:10]([O:12][C:13]2[CH:18]=[CH:17][CH:16]=[CH:15][CH:14]=2)[CH:11]=1.